Dataset: Forward reaction prediction with 1.9M reactions from USPTO patents (1976-2016). Task: Predict the product of the given reaction. (1) Given the reactants [CH:1]1([C@@H:4]([C:11]2[CH:35]=[CH:34][C:14]3[O:15][CH2:16][CH:17]([C:19]4[CH:24]=[CH:23][C:22]([C:25]5[CH:30]=[C:29]([O:31][CH3:32])[CH:28]=[CH:27][C:26]=5[F:33])=[CH:21][N:20]=4)[O:18][C:13]=3[CH:12]=2)[C@H:5]([CH3:10])[C:6]([O:8]C)=[O:7])[CH2:3][CH2:2]1.CO.[Li+].[OH-].Cl, predict the reaction product. The product is: [CH:1]1([C@@H:4]([C:11]2[CH:35]=[CH:34][C:14]3[O:15][CH2:16][CH:17]([C:19]4[CH:24]=[CH:23][C:22]([C:25]5[CH:30]=[C:29]([O:31][CH3:32])[CH:28]=[CH:27][C:26]=5[F:33])=[CH:21][N:20]=4)[O:18][C:13]=3[CH:12]=2)[C@H:5]([CH3:10])[C:6]([OH:8])=[O:7])[CH2:3][CH2:2]1. (2) Given the reactants [NH2:1][C@H:2]1[CH2:7][CH2:6][CH2:5][CH2:4][C@@H:3]1[NH:8][CH:9]1[CH2:14][CH2:13][N:12]([C:15]2([CH3:26])[CH2:20][CH2:19][N:18]([C:21]([O:23][CH2:24][CH3:25])=[O:22])[CH2:17][CH2:16]2)[CH2:11][CH2:10]1.Cl[C:28](Cl)([O:30]C(=O)OC(Cl)(Cl)Cl)Cl.C(N(C(C)C)CC)(C)C.O, predict the reaction product. The product is: [O:30]=[C:28]1[N:8]([CH:9]2[CH2:14][CH2:13][N:12]([C:15]3([CH3:26])[CH2:16][CH2:17][N:18]([C:21]([O:23][CH2:24][CH3:25])=[O:22])[CH2:19][CH2:20]3)[CH2:11][CH2:10]2)[C@H:3]2[CH2:4][CH2:5][CH2:6][CH2:7][C@@H:2]2[NH:1]1.